This data is from Full USPTO retrosynthesis dataset with 1.9M reactions from patents (1976-2016). The task is: Predict the reactants needed to synthesize the given product. (1) Given the product [C:1]([S:4][CH2:5][C:6]1[CH:7]=[C:8]2[CH:14]=[CH:13][S:12][C:9]2=[N:10][CH:11]=1)(=[O:3])[CH3:2], predict the reactants needed to synthesize it. The reactants are: [C:1]([S:4][CH2:5][C:6]1[CH:7]=[C:8]2[CH:14]=[C:13](Cl)[S:12](=S)[C:9]2=[N:10][CH:11]=1)(=[O:3])[CH3:2].OCC1C=C2C=CSC2=NC=1. (2) The reactants are: [Br:1][C:2]1[CH:3]=[CH:4][C:5]([O:16][CH2:17][CH2:18][CH2:19][N:20]([CH3:22])[CH3:21])=[C:6]([C:8]2[CH:13]=[C:12](Cl)[N:11]=[C:10]([NH2:15])[N:9]=2)[CH:7]=1.[Cl:23][C:24]1[CH:29]=[CH:28][C:27]([NH2:30])=[CH:26][CH:25]=1. Given the product [Br:1][C:2]1[CH:3]=[CH:4][C:5]([O:16][CH2:17][CH2:18][CH2:19][N:20]([CH3:22])[CH3:21])=[C:6]([C:8]2[N:9]=[C:10]([NH2:15])[N:11]=[C:12]([NH:30][C:27]3[CH:28]=[CH:29][C:24]([Cl:23])=[CH:25][CH:26]=3)[CH:13]=2)[CH:7]=1, predict the reactants needed to synthesize it. (3) Given the product [Br:1][CH2:4][CH:3]([O:5][CH2:6][CH3:7])[O:35][C:34]1[C:33]([O:36][CH3:37])=[CH:32][CH:31]=[C:30]([CH:38]=[O:39])[C:29]=1[C:26]1[CH:25]=[CH:24][C:23]([O:22][Si:21]([C:17]([CH3:20])([CH3:19])[CH3:18])([CH3:41])[CH3:40])=[CH:28][CH:27]=1, predict the reactants needed to synthesize it. The reactants are: [Br:1]Br.[CH:3]([O:5][CH2:6][CH3:7])=[CH2:4].C(N(C(C)C)CC)(C)C.[C:17]([Si:21]([CH3:41])([CH3:40])[O:22][C:23]1[CH:28]=[CH:27][C:26]([C:29]2[C:30]([CH:38]=[O:39])=[CH:31][CH:32]=[C:33]([O:36][CH3:37])[C:34]=2[OH:35])=[CH:25][CH:24]=1)([CH3:20])([CH3:19])[CH3:18]. (4) The reactants are: [C:1]1(=O)[CH2:6][CH2:5][CH2:4][C:3](=[O:7])[CH2:2]1.Cl.[NH:10]([CH2:12][C:13]([O:15][CH2:16][CH3:17])=[O:14])[NH2:11].[CH3:18]OC(N(C)C)OC. Given the product [CH2:16]([O:15][C:13](=[O:14])[CH2:12][N:10]1[C:1]2[CH2:6][CH2:5][CH2:4][C:3](=[O:7])[C:2]=2[CH:18]=[N:11]1)[CH3:17], predict the reactants needed to synthesize it. (5) Given the product [F:1][C:2]1[CH:3]=[CH:4][C:5]([C:8]2[S:12][C:11]([CH3:13])=[N:10][C:9]=2[C:14]([N:17]2[CH2:22][CH2:21][CH2:20][CH:19]([NH:23][C:24]([C:26]3[CH:27]=[CH:28][CH:29]=[C:30]4[O:34][CH:33]=[CH:32][C:31]=34)=[O:25])[CH2:18]2)=[O:16])=[CH:6][CH:7]=1, predict the reactants needed to synthesize it. The reactants are: [F:1][C:2]1[CH:7]=[CH:6][C:5]([C:8]2[S:12][C:11]([CH3:13])=[N:10][C:9]=2[C:14]([OH:16])=O)=[CH:4][CH:3]=1.[NH:17]1[CH2:22][CH2:21][CH2:20][CH:19]([NH:23][C:24]([C:26]2[CH:27]=[CH:28][CH:29]=[C:30]3[O:34][CH:33]=[CH:32][C:31]=23)=[O:25])[CH2:18]1. (6) The reactants are: [NH2:1][C:2]1[CH:9]=[CH:8][CH:7]=[CH:6][C:3]=1[C:4]#[N:5].C(=O)([O-])[O-].[K+].[K+].[CH3:16][O:17][C:18]1[CH:19]=[C:20]([CH:24]=[C:25]([O:29][CH3:30])[C:26]=1[O:27][CH3:28])[C:21](Cl)=[O:22]. Given the product [C:4]([C:3]1[CH:6]=[CH:7][CH:8]=[CH:9][C:2]=1[NH:1][C:21](=[O:22])[C:20]1[CH:19]=[C:18]([O:17][CH3:16])[C:26]([O:27][CH3:28])=[C:25]([O:29][CH3:30])[CH:24]=1)#[N:5], predict the reactants needed to synthesize it. (7) Given the product [CH3:1][N:2]1[C:10]2[C:5](=[CH:6][CH:7]=[CH:8][CH:9]=2)[C:4]([C:11]2[C:12](=[O:13])[O:37][C:36](=[O:38])[C:35]=2[C:31]2[CH:32]=[CH:33][CH:34]=[C:29]([O:28][CH2:27][CH2:26][CH2:25][Cl:24])[CH:30]=2)=[CH:3]1, predict the reactants needed to synthesize it. The reactants are: [CH3:1][N:2]1[C:10]2[C:5](=[CH:6][CH:7]=[CH:8][CH:9]=2)[CH:4]=[CH:3]1.[C:11](Cl)(=O)[C:12](Cl)=[O:13].C(N(CC)CC)C.[Cl:24][CH2:25][CH2:26][CH2:27][O:28][C:29]1[CH:30]=[C:31]([CH2:35][C:36]([OH:38])=[O:37])[CH:32]=[CH:33][CH:34]=1.